From a dataset of Forward reaction prediction with 1.9M reactions from USPTO patents (1976-2016). Predict the product of the given reaction. (1) Given the reactants [CH3:1][C:2]([N:7]1[CH:11]=[C:10]([N+:12]([O-])=O)[C:9]([CH3:15])=[N:8]1)([CH3:6])[C:3]([NH2:5])=[O:4].[H][H], predict the reaction product. The product is: [NH2:12][C:10]1[C:9]([CH3:15])=[N:8][N:7]([C:2]([CH3:1])([CH3:6])[C:3]([NH2:5])=[O:4])[CH:11]=1. (2) Given the reactants C(O[CH2:4]/[C:5](=[CH:11]\OC)/[C:6]([O:8][CH2:9][CH3:10])=[O:7])C.[NH2:14][C:15]([NH2:17])=[O:16].Cl, predict the reaction product. The product is: [O:16]=[C:15]1[NH:17][CH2:4][C:5]([C:6]([O:8][CH2:9][CH3:10])=[O:7])=[CH:11][NH:14]1.